Dataset: Full USPTO retrosynthesis dataset with 1.9M reactions from patents (1976-2016). Task: Predict the reactants needed to synthesize the given product. (1) The reactants are: Cl[C:2]1[CH:7]=[CH:6][C:5]([N+:8]([O-:10])=[O:9])=[CH:4][N:3]=1.[CH2:11]([O:18][C:19]1[CH:24]=[CH:23][C:22]([OH:25])=[CH:21][CH:20]=1)[C:12]1[CH:17]=[CH:16][CH:15]=[CH:14][CH:13]=1. Given the product [CH2:11]([O:18][C:19]1[CH:20]=[CH:21][C:22]([O:25][C:2]2[CH:7]=[CH:6][C:5]([N+:8]([O-:10])=[O:9])=[CH:4][N:3]=2)=[CH:23][CH:24]=1)[C:12]1[CH:13]=[CH:14][CH:15]=[CH:16][CH:17]=1, predict the reactants needed to synthesize it. (2) Given the product [NH2:14][C:9]1[C:8]([N:5]2[CH2:6][CH2:7][C:2]([NH:17][C:18](=[O:24])[O:19][C:20]([CH3:23])([CH3:22])[CH3:21])([CH3:1])[CH2:3][CH2:4]2)=[CH:13][CH:12]=[CH:11][N:10]=1, predict the reactants needed to synthesize it. The reactants are: [CH3:1][C:2]1([NH:17][C:18](=[O:24])[O:19][C:20]([CH3:23])([CH3:22])[CH3:21])[CH2:7][CH2:6][N:5]([C:8]2[C:9]([N+:14]([O-])=O)=[N:10][CH:11]=[CH:12][CH:13]=2)[CH2:4][CH2:3]1. (3) Given the product [CH2:22]([NH:29][C:30]1[N:35]2[N:36]=[CH:37][C:38]([C:7]([OH:6])=[O:20])=[C:34]2[N:33]=[CH:32][C:31]=1[C:40]([N:42]1[CH2:47][CH2:46][CH:45]([C:48]2[CH:53]=[CH:52][CH:51]=[CH:50][CH:49]=2)[CH2:44][CH2:43]1)=[O:41])[C:23]1[CH:28]=[CH:27][CH:26]=[CH:25][CH:24]=1, predict the reactants needed to synthesize it. The reactants are: CN(CC[O:6][CH2:7]CN(C)C)C.C([Mg]Cl)(C)C.C1C[O:20]CC1.[CH2:22]([NH:29][C:30]1[N:35]2[N:36]=[CH:37][C:38](Br)=[C:34]2[N:33]=[CH:32][C:31]=1[C:40]([N:42]1[CH2:47][CH2:46][CH:45]([C:48]2[CH:53]=[CH:52][CH:51]=[CH:50][CH:49]=2)[CH2:44][CH2:43]1)=[O:41])[C:23]1[CH:28]=[CH:27][CH:26]=[CH:25][CH:24]=1.